This data is from Catalyst prediction with 721,799 reactions and 888 catalyst types from USPTO. The task is: Predict which catalyst facilitates the given reaction. Reactant: [CH3:1][O:2][C:3]1[CH:28]=[CH:27][C:6]([CH2:7][N:8]([C:22]2[S:23][CH:24]=[CH:25][N:26]=2)[S:9]([C:12]2[CH:13]=[CH:14][C:15]3[NH:20][CH2:19][CH2:18][O:17][C:16]=3[CH:21]=2)(=[O:11])=[O:10])=[CH:5][CH:4]=1.Br[C:30]1[CH:35]=[CH:34][CH:33]=[CH:32][C:31]=1[O:36][CH2:37][O:38][CH3:39].CC1(C)C2C(=C(P(C3C=CC=CC=3)C3C=CC=CC=3)C=CC=2)OC2C(P(C3C=CC=CC=3)C3C=CC=CC=3)=CC=CC1=2.CC(C)([O-])C.[Na+]. Product: [CH3:1][O:2][C:3]1[CH:4]=[CH:5][C:6]([CH2:7][N:8]([C:22]2[S:23][CH:24]=[CH:25][N:26]=2)[S:9]([C:12]2[CH:13]=[CH:14][C:15]3[N:20]([C:30]4[CH:35]=[CH:34][CH:33]=[CH:32][C:31]=4[O:36][CH2:37][O:38][CH3:39])[CH2:19][CH2:18][O:17][C:16]=3[CH:21]=2)(=[O:11])=[O:10])=[CH:27][CH:28]=1. The catalyst class is: 101.